This data is from Forward reaction prediction with 1.9M reactions from USPTO patents (1976-2016). The task is: Predict the product of the given reaction. (1) Given the reactants [F:1][C:2]1[CH:3]=[C:4](B(O)O)[CH:5]=[CH:6][CH:7]=1.Cl[C:12]1[CH:17]=[C:16](Cl)[N:15]=[CH:14][N:13]=1.[IH:19], predict the reaction product. The product is: [I:19][C:12]1[CH:17]=[C:16]([C:4]2[CH:5]=[CH:6][CH:7]=[C:2]([F:1])[CH:3]=2)[N:15]=[CH:14][N:13]=1. (2) Given the reactants [H-].[Na+].[CH2:3]([O:10][C:11]1[CH:12]=[C:13]2[C:17](=[CH:18][CH:19]=1)[NH:16][CH:15]=[CH:14]2)[C:4]1[CH:9]=[CH:8][CH:7]=[CH:6][CH:5]=1.Br[CH:21]([CH3:27])[C:22]([O:24][CH2:25][CH3:26])=[O:23], predict the reaction product. The product is: [CH2:25]([O:24][C:22](=[O:23])[CH:21]([N:16]1[C:17]2[C:13](=[CH:12][C:11]([O:10][CH2:3][C:4]3[CH:5]=[CH:6][CH:7]=[CH:8][CH:9]=3)=[CH:19][CH:18]=2)[CH:14]=[CH:15]1)[CH3:27])[CH3:26]. (3) Given the reactants [OH:1][CH2:2][C:3]([O:5][CH2:6][CH3:7])=[O:4].[H-].[Na+].[CH2:10](Br)[CH:11]=[CH2:12], predict the reaction product. The product is: [CH2:12]([O:1][CH2:2][C:3]([O:5][CH2:6][CH3:7])=[O:4])[CH:11]=[CH2:10]. (4) Given the reactants [H-].[Na+].[OH:3][CH2:4][CH:5]1[CH2:10][CH2:9][CH:8]=[CH:7][O:6]1.[CH2:11](Br)[C:12]1[CH:17]=[CH:16][CH:15]=[CH:14][CH:13]=1, predict the reaction product. The product is: [CH2:11]([O:3][CH2:4][CH:5]1[CH2:10][CH2:9][CH:8]=[CH:7][O:6]1)[C:12]1[CH:17]=[CH:16][CH:15]=[CH:14][CH:13]=1.